From a dataset of Reaction yield outcomes from USPTO patents with 853,638 reactions. Predict the reaction yield, written as a fraction of the theoretical maximum amount of product (1.0 means a 100% yield; for example, 0.34 means a 34% yield). (1) The reactants are Cl[C:2]1[C:3]2[C:10]([CH3:11])=[C:9]([CH2:12][CH3:13])[NH:8][C:4]=2[N:5]=[CH:6][N:7]=1.[NH2:14][C:15]1[CH:24]=[CH:23][C:18]2[NH:19][C:20](=[O:22])[S:21][C:17]=2[CH:16]=1.Cl. The catalyst is C(OCC)C.C(O)C. The product is [CH2:12]([C:9]1[NH:8][C:4]2[N:5]=[CH:6][N:7]=[C:2]([NH:14][C:15]3[CH:24]=[CH:23][C:18]4[NH:19][C:20](=[O:22])[S:21][C:17]=4[CH:16]=3)[C:3]=2[C:10]=1[CH3:11])[CH3:13]. The yield is 0.850. (2) The reactants are Br[C:2]1[N:3]([CH2:21][CH:22]([O:25][CH3:26])[O:23][CH3:24])[C:4]2[C:9]([C:10]=1[CH:11]1[CH2:16][CH2:15][CH2:14][CH2:13][CH2:12]1)=[CH:8][CH:7]=[C:6]([C:17]([O:19][CH3:20])=[O:18])[CH:5]=2.[CH:27]([C:29]1[CH:34]=[CH:33][CH:32]=[CH:31][C:30]=1B(O)O)=[O:28]. The catalyst is O1CCOCC1.C([O-])([O-])=O.[Na+].[Na+].[Pd](Cl)Cl.C1(P(C2C=CC=CC=2)C2C=CC=CC=2)C=CC=CC=1.C1(P(C2C=CC=CC=2)C2C=CC=CC=2)C=CC=CC=1. The product is [CH:11]1([C:10]2[C:9]3[C:4](=[CH:5][C:6]([C:17]([O:19][CH3:20])=[O:18])=[CH:7][CH:8]=3)[N:3]([CH2:21][CH:22]([O:25][CH3:26])[O:23][CH3:24])[C:2]=2[C:30]2[CH:31]=[CH:32][CH:33]=[CH:34][C:29]=2[CH:27]=[O:28])[CH2:16][CH2:15][CH2:14][CH2:13][CH2:12]1. The yield is 0.850. (3) The reactants are [F:1][C:2]1[CH:7]=[C:6]([F:8])[CH:5]=[CH:4][C:3]=1[C:9]1[CH:14]=[C:13]([N:15]2[C:19]3[CH:20]=[CH:21][C:22]([C:24]4[CH:25]=[N:26][N:27]([CH3:29])[CH:28]=4)=[CH:23][C:18]=3[N:17]=[CH:16]2)[CH:12]=[C:11]([NH:30]C(=O)C)[CH:10]=1.[OH-].[Na+]. The catalyst is C(O)C. The product is [F:1][C:2]1[CH:7]=[C:6]([F:8])[CH:5]=[CH:4][C:3]=1[C:9]1[CH:14]=[C:13]([N:15]2[C:19]3[CH:20]=[CH:21][C:22]([C:24]4[CH:25]=[N:26][N:27]([CH3:29])[CH:28]=4)=[CH:23][C:18]=3[N:17]=[CH:16]2)[CH:12]=[C:11]([NH2:30])[CH:10]=1. The yield is 0.660. (4) The reactants are [Br:1][C:2]1[CH:3]=[C:4]([N:8]2[CH2:13][CH2:12][NH:11][CH2:10][CH2:9]2)[CH:5]=[CH:6][CH:7]=1.C([O-])([O-])=O.[Na+].[Na+].[CH3:20][C:21]([O:24][C:25](O[C:25]([O:24][C:21]([CH3:23])([CH3:22])[CH3:20])=[O:26])=[O:26])([CH3:23])[CH3:22].O. The catalyst is C1COCC1.O. The product is [Br:1][C:2]1[CH:3]=[C:4]([N:8]2[CH2:13][CH2:12][N:11]([C:25]([O:24][C:21]([CH3:23])([CH3:22])[CH3:20])=[O:26])[CH2:10][CH2:9]2)[CH:5]=[CH:6][CH:7]=1. The yield is 0.219. (5) The reactants are Br[C:2]1[CH:3]=[C:4]2[CH:10]=[CH:9][N:8](S(C)(=O)=O)[C:5]2=[N:6][CH:7]=1.[NH:15]1[CH2:19][CH2:18][CH2:17][CH2:16]1.CN([CH:23]=[O:24])C. The catalyst is C1C=CC(P(C2C=CC=CC=2)[C-]2C=CC=C2)=CC=1.C1C=CC(P(C2C=CC=CC=2)[C-]2C=CC=C2)=CC=1.Cl[Pd]Cl.[Fe+2]. The product is [N:15]1([C:23]([C:2]2[CH:3]=[C:4]3[CH:10]=[CH:9][NH:8][C:5]3=[N:6][CH:7]=2)=[O:24])[CH2:19][CH2:18][CH2:17][CH2:16]1. The yield is 0.340. (6) The reactants are Br[C:2]1[C:10]2[O:9][CH2:8][CH:7]([NH:11][C:12]3[CH:25]=[CH:24][C:15]4[C@H:16]([CH2:19][C:20]([O:22][CH3:23])=[O:21])[CH2:17][O:18][C:14]=4[CH:13]=3)[C:6]=2[CH:5]=[CH:4][CH:3]=1.[F:26][CH:27]([F:44])[N:28]1[C:32]([CH3:33])=[C:31](B2OC(C)(C)C(C)(C)O2)[C:30]([CH3:43])=[N:29]1.P([O-])([O-])([O-])=O.[K+].[K+].[K+].C1(P(C2CCCCC2)C2C=CC=CC=2C2C(OC)=CC=CC=2OC)CCCCC1. The catalyst is C1(C)C=CC=CC=1.O.C([O-])(=O)C.[Pd+2].C([O-])(=O)C.C(OCC)(=O)C. The product is [F:26][CH:27]([F:44])[N:28]1[C:32]([CH3:33])=[C:31]([C:2]2[C:10]3[O:9][CH2:8][CH:7]([NH:11][C:12]4[CH:25]=[CH:24][C:15]5[C@H:16]([CH2:19][C:20]([O:22][CH3:23])=[O:21])[CH2:17][O:18][C:14]=5[CH:13]=4)[C:6]=3[CH:5]=[CH:4][CH:3]=2)[C:30]([CH3:43])=[N:29]1. The yield is 0.740.